Dataset: Experimentally validated miRNA-target interactions with 360,000+ pairs, plus equal number of negative samples. Task: Binary Classification. Given a miRNA mature sequence and a target amino acid sequence, predict their likelihood of interaction. (1) The miRNA is cel-miR-66-5p with sequence CAUGACACUGAUUAGGGAUGUGA. The protein sequence of the target gene is MLMLFVFGVLLHEVSLSGQNEAPPNTHSIPGEPLYNYASIRLPEEHIPFFLHNNRHIATVCRKDSLCPYKKHLEKLKYCWGYEKSCKPEFRFGYPVCSYVDMGWTDTLESAEDIFWKQADFGYARERLEEMHVLCQPKETSDSSLVCSRYLQYCRATNLYLDLRNIKRNHDRFKEDFFQSGEIGGHCKLDIRTLTSEGQRKSPLQSWFAELQSYTQLNFRPIEDAKCDIVIEKPTYFMKLDAGVNMYHHFCDFINLYITQHVNNSFSTDVYIVMWDTSSYGYGDLFSDTWNAFTDYDVIH.... Result: 0 (no interaction). (2) The miRNA is mmu-miR-1895 with sequence CCCCCGAGGAGGACGAGGAGGA. The protein sequence of the target gene is MKDRTQELRTAKDSDDDDDVTVTVDRDRFMDEFFEQVEEIRGFIDKIAENVEEVKRKHSAILASPNPDEKTKEELEELMSDIKKTANKVRSKLKSIEQSIEQEEGLNRSSADLRIRKTQHSTLSRKFVEVMSEYNATQSDYRERCKGRIQRQLEITGRTTTSEELEDMLESGNPAIFASGIIMDSSISKQALSEIETRHSEIIKLENSIRELHDMFMDMAMLVESQGEMIDRIEYNVEHAVDYVERAVSDTKKAVKYQSKARRKKIMIIICCVILGIIIASTIGGIFG. Result: 0 (no interaction). (3) The miRNA is hsa-miR-5691 with sequence UUGCUCUGAGCUCCGAGAAAGC. The protein sequence of the target gene is MERLVIRMPFSHLSTYSLVWVMAAVVLCTAQVQVVTQDEREQLYTPASLKCSLQNAQEALIVTWQKKKAVSPENMVTFSENHGVVIQPAYKDKINITQLGLQNSTITFWNITLEDEGCYMCLFNTFGFGKISGTACLTVYVQPIVSLHYKFSEDHLNITCSATARPAPMVFWKVPRSGIENSTVTLSHPNGTTSVTSILHIKDPKNQVGKEVICQVLHLGTVTDFKQTVNKGYWFSVPLLLSIVSLVILLVLISILLYWKRHRNQDRGELSQGVQKMT. Result: 1 (interaction).